Dataset: Forward reaction prediction with 1.9M reactions from USPTO patents (1976-2016). Task: Predict the product of the given reaction. (1) Given the reactants Br[C:2]1[CH:7]=[CH:6][C:5]([CH:8]([N:12]2[CH2:25][CH2:24][C:15]3([O:20][CH2:19][C:18](=[O:21])[N:17]([CH2:22][CH3:23])[CH2:16]3)[CH2:14][CH2:13]2)[C:9]([NH2:11])=[O:10])=[C:4]([F:26])[CH:3]=1.CC1(C)C(C)(C)OB(B2OC(C)(C)C(C)(C)O2)O1.C([O-])(=O)C.[K+].Br[C:51]1[CH:60]=[C:59]2[C:54]([CH:55]=[C:56]([CH3:61])[CH:57]=[N:58]2)=[CH:53][CH:52]=1.C([O-])([O-])=O.[K+].[K+], predict the reaction product. The product is: [CH2:22]([N:17]1[CH2:16][C:15]2([CH2:24][CH2:25][N:12]([CH:8]([C:5]3[CH:6]=[CH:7][C:2]([C:51]4[CH:60]=[C:59]5[C:54]([CH:55]=[C:56]([CH3:61])[CH:57]=[N:58]5)=[CH:53][CH:52]=4)=[CH:3][C:4]=3[F:26])[C:9]([NH2:11])=[O:10])[CH2:13][CH2:14]2)[O:20][CH2:19][C:18]1=[O:21])[CH3:23]. (2) Given the reactants S(C1C=CC(C)=CC=1)([O-])(=O)=O.[Si](OCC(O)CC1C=CC2CCCCC=2C=1O)(C(C)(C)C)(C)C.[CH3:35][C:36]1[CH:41]=[CH:40][C:39]([S:42]([O:45][CH2:46][CH:47]([OH:60])[CH2:48][C:49]2[C:50](O)=[C:51]3[C:55](=[C:56]([CH3:58])[CH:57]=2)[CH2:54][CH2:53][CH2:52]3)(=[O:44])=[O:43])=[CH:38][CH:37]=1.C1(P(C2C=CC=CC=2)C2C=CC=CC=2)C=CC=CC=1.CCOC(/N=N/C(OCC)=O)=O.C([Si](OCC1OC2C3CCCCC=3C=CC=2C1)(C)C)(C)(C)C, predict the reaction product. The product is: [CH3:35][C:36]1[CH:37]=[CH:38][C:39]([S:42]([O:45][CH2:46][CH:47]2[O:60][C:50]3[C:51]4[CH2:52][CH2:53][CH2:54][C:55]=4[C:56]([CH3:58])=[CH:57][C:49]=3[CH2:48]2)(=[O:44])=[O:43])=[CH:40][CH:41]=1. (3) Given the reactants [Cl:1][C:2]1[CH:7]=[CH:6][C:5]([C:8](=[O:18])[CH:9]([C:11]2[CH:16]=[CH:15][C:14]([Cl:17])=[CH:13][CH:12]=2)[OH:10])=[CH:4][CH:3]=1.C1C(=O)N(Br)C(=O)C1, predict the reaction product. The product is: [Cl:1][C:2]1[CH:3]=[CH:4][C:5]([C:8](=[O:18])[C:9]([C:11]2[CH:16]=[CH:15][C:14]([Cl:17])=[CH:13][CH:12]=2)=[O:10])=[CH:6][CH:7]=1. (4) Given the reactants C(O[C:4]([C:6]1[C:7]([OH:30])=[C:8]2[C:14]([C:15]#[N:16])=[C:13]([C:17]3[CH:22]=[CH:21][C:20]([F:23])=[CH:19][CH:18]=3)[N:12]([C:24]3[CH:29]=[CH:28][CH:27]=[CH:26][CH:25]=3)[C:9]2=[CH:10][N:11]=1)=[O:5])C.[NH2:31][CH2:32][C:33]([OH:35])=[O:34].C[O-].[Na+].CO, predict the reaction product. The product is: [C:15]([C:14]1[C:8]2[C:9](=[CH:10][N:11]=[C:6]([C:4]([NH:31][CH2:32][C:33]([OH:35])=[O:34])=[O:5])[C:7]=2[OH:30])[N:12]([C:24]2[CH:29]=[CH:28][CH:27]=[CH:26][CH:25]=2)[C:13]=1[C:17]1[CH:18]=[CH:19][C:20]([F:23])=[CH:21][CH:22]=1)#[N:16]. (5) Given the reactants ClC1C=C2C(C=CC(C)=N2)=CC=1O.[Cl:14][C:15]1[CH:20]=[CH:19][C:18]([C:21]2[C:22]([O:32]C)=[C:23]([CH3:31])[CH:24]=[C:25]3[C:30]=2[N:29]=[CH:28][CH:27]=[CH:26]3)=[CH:17][CH:16]=1, predict the reaction product. The product is: [Cl:14][C:15]1[CH:16]=[CH:17][C:18]([C:21]2[C:22]([OH:32])=[C:23]([CH3:31])[CH:24]=[C:25]3[C:30]=2[N:29]=[CH:28][CH:27]=[CH:26]3)=[CH:19][CH:20]=1. (6) Given the reactants [CH3:1][O:2][C:3]([C:5]1[S:6][CH:7]=[CH:8][C:9]=1[S:10](=[O:19])(=[O:18])[NH:11][C:12]1[CH:17]=[CH:16][CH:15]=[CH:14][CH:13]=1)=[O:4].[CH3:20][O:21][CH2:22]Br, predict the reaction product. The product is: [CH3:1][O:2][C:3]([C:5]1[S:6][CH:7]=[CH:8][C:9]=1[S:10](=[O:19])(=[O:18])[N:11]([CH2:20][O:21][CH3:22])[C:12]1[CH:17]=[CH:16][CH:15]=[CH:14][CH:13]=1)=[O:4]. (7) Given the reactants C=O.[CH3:3][C:4]1[CH:9]=[CH:8][CH:7]=[C:6]([CH3:10])[C:5]=1/[CH:11]=[CH:12]/[CH:13]1[CH2:18][CH2:17][N:16]([C:19](=[O:28])[CH2:20][NH:21][CH:22]2[CH2:27][CH2:26][O:25][CH2:24][CH2:23]2)[CH2:15][CH2:14]1.[C:29](O[BH-](OC(=O)C)OC(=O)C)(=O)C.[Na+].C(=O)([O-])O.[Na+].[Cl:48]C(Cl)C, predict the reaction product. The product is: [ClH:48].[CH3:10][C:6]1[CH:7]=[CH:8][CH:9]=[C:4]([CH3:3])[C:5]=1/[CH:11]=[CH:12]/[CH:13]1[CH2:14][CH2:15][N:16]([C:19](=[O:28])[CH2:20][N:21]([CH3:29])[CH:22]2[CH2:23][CH2:24][O:25][CH2:26][CH2:27]2)[CH2:17][CH2:18]1. (8) Given the reactants ClCCl.[C:4]([C:6]1[CH:7]=[C:8](B(O)O)[CH:9]=[CH:10][CH:11]=1)#[N:5].Br[C:16]1[CH:21]=[C:20]([N+:22]([O-:24])=[O:23])[CH:19]=[CH:18][C:17]=1[O:25][CH3:26].C(=O)([O-])[O-].[Cs+].[Cs+], predict the reaction product. The product is: [C:4]([C:6]1[CH:7]=[C:8]([C:18]2[CH:19]=[C:20]([N+:22]([O-:24])=[O:23])[CH:21]=[CH:16][C:17]=2[O:25][CH3:26])[CH:9]=[CH:10][CH:11]=1)#[N:5].